This data is from Catalyst prediction with 721,799 reactions and 888 catalyst types from USPTO. The task is: Predict which catalyst facilitates the given reaction. (1) Reactant: C(=O)([O-])[O-].[Cs+].[Cs+].Br[CH2:8][CH2:9][O:10][C:11]1[CH:16]=[CH:15][CH:14]=[CH:13][CH:12]=1.[NH:17]1[CH:21]=[C:20](/[CH:22]=[CH:23]/[C:24]([O:26][CH2:27][CH3:28])=[O:25])[CH:19]=[N:18]1. Product: [O:10]([CH2:9][CH2:8][N:17]1[CH:21]=[C:20](/[CH:22]=[CH:23]/[C:24]([O:26][CH2:27][CH3:28])=[O:25])[CH:19]=[N:18]1)[C:11]1[CH:16]=[CH:15][CH:14]=[CH:13][CH:12]=1. The catalyst class is: 10. (2) Reactant: [NH:1]([C:23]([O:25][C:26]([CH3:29])([CH3:28])[CH3:27])=[O:24])[C@H:2]([C:4]([NH:6][C@H:7]([C:20]([OH:22])=[O:21])[CH2:8][CH2:9][C:10](=[O:19])[O:11][CH2:12][C:13]1[CH:18]=[CH:17][CH:16]=[CH:15][CH:14]=1)=[O:5])[CH3:3].[CH:30]1[C:35]([N+:36]([O-:38])=[O:37])=[CH:34][CH:33]=[C:32](O)[CH:31]=1.C1CCC(N=C=NC2CCCCC2)CC1. Product: [NH:1]([C:23]([O:25][C:26]([CH3:28])([CH3:27])[CH3:29])=[O:24])[C@H:2]([C:4]([NH:6][C@H:7]([C:20]([O:22][C:32]1[CH:31]=[CH:30][C:35]([N+:36]([O-:38])=[O:37])=[CH:34][CH:33]=1)=[O:21])[CH2:8][CH2:9][C:10](=[O:19])[O:11][CH2:12][C:13]1[CH:14]=[CH:15][CH:16]=[CH:17][CH:18]=1)=[O:5])[CH3:3]. The catalyst class is: 25. (3) Reactant: [H-].[Na+].Cl.[NH2:4][C:5]([NH2:7])=[NH:6].Cl[C:9]1[C:18]2[C:13](=[CH:14][CH:15]=[C:16]([S:19]([NH:22][C:23]3([C:29]([O:31][CH3:32])=[O:30])[CH2:28][CH2:27][O:26][CH2:25][CH2:24]3)(=[O:21])=[O:20])[CH:17]=2)[C:12]([Cl:33])=[CH:11][N:10]=1.NC(N)=N. Product: [Cl:33][C:12]1[C:13]2[C:18](=[CH:17][C:16]([S:19]([NH:22][C:23]3([C:29]([O:31][CH3:32])=[O:30])[CH2:24][CH2:25][O:26][CH2:27][CH2:28]3)(=[O:21])=[O:20])=[CH:15][CH:14]=2)[C:9]([NH:6][C:5]([NH2:7])=[NH:4])=[N:10][CH:11]=1. The catalyst class is: 58. (4) Reactant: [Br:1][C:2]1[CH:7]=[CH:6][C:5]([C@@:8]2([C:18]([F:21])([F:20])[F:19])[NH:12][C@@H:11]([CH2:13][C:14]([F:17])([CH3:16])[CH3:15])[CH2:10][O:9]2)=[CH:4][CH:3]=1.[CH2:22]([Si:24]([CH2:32][CH3:33])([CH2:30][CH3:31])[O:25][CH2:26][C:27]#[C:28][Li])[CH3:23].[NH4+].[Cl-]. Product: [Br:1][C:2]1[CH:7]=[CH:6][C:5]([C@:8]([NH:12][C@@H:11]([CH2:13][C:14]([F:17])([CH3:16])[CH3:15])[CH2:10][OH:9])([C:18]([F:21])([F:20])[F:19])[C:28]#[C:27][CH2:26][O:25][Si:24]([CH2:30][CH3:31])([CH2:22][CH3:23])[CH2:32][CH3:33])=[CH:4][CH:3]=1. The catalyst class is: 1. (5) Reactant: [CH2:1]([O:8][C:9](=[O:40])[C@@H:10]([NH:16][C:17](=[O:39])[CH2:18][CH2:19][CH2:20][CH2:21][CH2:22][CH2:23][CH2:24][CH2:25][CH2:26][CH2:27][CH2:28][CH2:29][CH2:30][CH2:31][C:32]([O:34][C:35]([CH3:38])([CH3:37])[CH3:36])=[O:33])[CH2:11][CH2:12][C:13](O)=[O:14])[C:2]1[CH:7]=[CH:6][CH:5]=[CH:4][CH:3]=1.Cl.[CH:42]1[C:54]2[CH:53]([CH2:55][O:56][C:57]([NH:59][CH2:60][CH2:61][CH2:62][O:63][CH2:64][CH2:65][O:66][CH2:67][CH2:68][O:69][CH2:70][CH2:71][CH2:72][NH2:73])=[O:58])[C:52]3[C:47](=[CH:48][CH:49]=[CH:50][CH:51]=3)[C:46]=2[CH:45]=[CH:44][CH:43]=1.CCN(C(C)C)C(C)C.CN(C(ON1N=NC2C=CC=NC1=2)=[N+](C)C)C.F[P-](F)(F)(F)(F)F. Product: [CH2:1]([O:8][C:9]([C@@H:10]([NH:16][C:17](=[O:39])[CH2:18][CH2:19][CH2:20][CH2:21][CH2:22][CH2:23][CH2:24][CH2:25][CH2:26][CH2:27][CH2:28][CH2:29][CH2:30][CH2:31][C:32]([O:34][C:35]([CH3:37])([CH3:36])[CH3:38])=[O:33])[CH2:11][CH2:12][C:13](=[O:14])[NH:73][CH2:72][CH2:71][CH2:70][O:69][CH2:68][CH2:67][O:66][CH2:65][CH2:64][O:63][CH2:62][CH2:61][CH2:60][NH:59][C:57](=[O:58])[O:56][CH2:55][CH:53]1[C:52]2[CH:51]=[CH:50][CH:49]=[CH:48][C:47]=2[C:46]2[C:54]1=[CH:42][CH:43]=[CH:44][CH:45]=2)=[O:40])[C:2]1[CH:7]=[CH:6][CH:5]=[CH:4][CH:3]=1. The catalyst class is: 2. (6) The catalyst class is: 171. Reactant: [Cl:1][C:2]1[CH:3]=[C:4]([CH2:9][C:10]#[N:11])[CH:5]=[CH:6][C:7]=1[Cl:8].[NH4+].[OH-]. Product: [Cl:1][C:2]1[CH:3]=[C:4]([CH2:9][CH2:10][NH2:11])[CH:5]=[CH:6][C:7]=1[Cl:8].